This data is from Buchwald-Hartwig C-N cross coupling reaction yields with 55,370 reactions. The task is: Predict the reaction yield, written as a fraction of the theoretical maximum amount of product (1.0 means a 100% yield; for example, 0.34 means a 34% yield). (1) The product is Cc1ccc(Nc2ccccn2)cc1. The yield is 0.863. The reactants are Ic1ccccn1.Cc1ccc(N)cc1.O=S(=O)(O[Pd]1c2ccccc2-c2ccccc2N~1)C(F)(F)F.COc1ccc(OC)c(P(C(C)(C)C)C(C)(C)C)c1-c1c(C(C)C)cc(C(C)C)cc1C(C)C.CN1CCCN2CCCN=C12.c1ccc(CN(Cc2ccccc2)c2ccno2)cc1. No catalyst specified. (2) The reactants are COc1ccc(I)cc1.Cc1ccc(N)cc1.O=S(=O)(O[Pd]1c2ccccc2-c2ccccc2N~1)C(F)(F)F.COc1ccc(OC)c(P(C(C)(C)C)C(C)(C)C)c1-c1c(C(C)C)cc(C(C)C)cc1C(C)C.CN(C)C(=NC(C)(C)C)N(C)C.Cc1ccon1. No catalyst specified. The product is COc1ccc(Nc2ccc(C)cc2)cc1. The yield is 0.544. (3) The reactants are Clc1cccnc1.Cc1ccc(N)cc1.O=S(=O)(O[Pd]1c2ccccc2-c2ccccc2N~1)C(F)(F)F.COc1ccc(OC)c(P(C(C)(C)C)C(C)(C)C)c1-c1c(C(C)C)cc(C(C)C)cc1C(C)C.CN1CCCN2CCCN=C12.Cc1ccon1. No catalyst specified. The product is Cc1ccc(Nc2cccnc2)cc1. The yield is 0.146. (4) The reactants are CCc1ccc(Cl)cc1.Cc1ccc(N)cc1.O=S(=O)(O[Pd]1c2ccccc2-c2ccccc2N~1)C(F)(F)F.COc1ccc(OC)c(P(C(C)(C)C)C(C)(C)C)c1-c1c(C(C)C)cc(C(C)C)cc1C(C)C.CN1CCCN2CCCN=C12.CCOC(=O)c1cnoc1. The yield is 0.137. The product is CCc1ccc(Nc2ccc(C)cc2)cc1. No catalyst specified. (5) The reactants are COc1ccc(Br)cc1.Cc1ccc(N)cc1.O=S(=O)(O[Pd]1c2ccccc2-c2ccccc2N~1)C(F)(F)F.COc1ccc(OC)c(P([C@]23C[C@H]4C[C@H](C[C@H](C4)C2)C3)[C@]23C[C@H]4C[C@H](C[C@H](C4)C2)C3)c1-c1c(C(C)C)cc(C(C)C)cc1C(C)C.CN(C)C(=NC(C)(C)C)N(C)C.COC(=O)c1cc(-c2ccco2)on1. No catalyst specified. The product is COc1ccc(Nc2ccc(C)cc2)cc1. The yield is 0.209. (6) The yield is 0.436. The product is Cc1ccc(Nc2ccc(C(F)(F)F)cc2)cc1. The reactants are FC(F)(F)c1ccc(I)cc1.Cc1ccc(N)cc1.O=S(=O)(O[Pd]1c2ccccc2-c2ccccc2N~1)C(F)(F)F.COc1ccc(OC)c(P(C(C)(C)C)C(C)(C)C)c1-c1c(C(C)C)cc(C(C)C)cc1C(C)C.CN1CCCN2CCCN=C12.Cc1ccno1. No catalyst specified. (7) The reactants are COc1ccc(Br)cc1.Cc1ccc(N)cc1.O=S(=O)(O[Pd]1c2ccccc2-c2ccccc2N~1)C(F)(F)F.CC(C)c1cc(C(C)C)c(-c2ccccc2P(C2CCCCC2)C2CCCCC2)c(C(C)C)c1.CCN=P(N=P(N(C)C)(N(C)C)N(C)C)(N(C)C)N(C)C.COC(=O)c1ccno1. No catalyst specified. The product is COc1ccc(Nc2ccc(C)cc2)cc1. The yield is 0.0263.